This data is from Cav3 T-type calcium channel HTS with 100,875 compounds. The task is: Binary Classification. Given a drug SMILES string, predict its activity (active/inactive) in a high-throughput screening assay against a specified biological target. (1) The drug is S=c1n(c(n[nH]1)Cc1[nH]c2c(n1)cccc2)CC=C. The result is 0 (inactive). (2) The drug is S(=O)(=O)(N1CCN(CC1)c1ccccc1)c1cc(C(=O)Nc2cc3CCCc3cc2)ccc1. The result is 1 (active). (3) The drug is OC(=O)CC(Cn1nnnc1)c1ccccc1. The result is 0 (inactive). (4) The molecule is S(c1nc(N2CCOCC2)nc(NC(C)C)n1)C. The result is 0 (inactive). (5) The molecule is S(c1n(c(nn1)c1occc1)CC=C)CC(=O)Nc1cc2OCCOc2cc1. The result is 0 (inactive). (6) The drug is O1C(=N/C(=C/Nc2ccc(cc2)C)C1=O)/C=C\c1cc([N+]([O-])=O)ccc1. The result is 0 (inactive). (7) The compound is N1C2C(N=C1Nc1nc(cc(n1)C)C)CCCC2. The result is 0 (inactive). (8) The molecule is s1c2c(n(c(C(=O)NCCN3CCOCC3)c2)Cc2ccc(F)cc2)cc1. The result is 0 (inactive). (9) The compound is O(c1cc(CC(=O)Nc2cc(cc(c2)C(OC)=O)C(OC)=O)ccc1OC)C. The result is 0 (inactive).